Dataset: Forward reaction prediction with 1.9M reactions from USPTO patents (1976-2016). Task: Predict the product of the given reaction. (1) Given the reactants [CH3:1][C:2]1([C:12]2[CH:17]=[CH:16][C:15]([O:18][CH2:19][C:20]3[C:29]4[C:24](=[CH:25][CH:26]=[CH:27][CH:28]=4)[N:23]=[C:22]([CH3:30])[CH:21]=3)=[CH:14][CH:13]=2)[CH2:6][CH2:5][N:4]([CH:7]([CH3:10])C=O)[C:3]1=[O:11].[C:31](=[O:34])([O-])[O-].[NH4+:35].[NH4+:36].[C-]#N.[K+].[CH3:40][CH2:41][OH:42], predict the reaction product. The product is: [CH3:1][C:2]1([C:12]2[CH:17]=[CH:16][C:15]([O:18][CH2:19][C:20]3[C:29]4[C:24](=[CH:25][CH:26]=[CH:27][CH:28]=4)[N:23]=[C:22]([CH3:30])[CH:21]=3)=[CH:14][CH:13]=2)[CH2:6][CH2:5][N:4]([CH:7]([CH:40]2[NH:36][C:31](=[O:34])[NH:35][C:41]2=[O:42])[CH3:10])[C:3]1=[O:11]. (2) Given the reactants [Br:1][C:2]1[CH:11]=[C:10]2[C:5]([C:6](=O)[C:7]([C:12]([O:14][CH2:15][CH3:16])=[O:13])=[CH:8][NH:9]2)=[CH:4][C:3]=1[O:18][CH3:19].[OH-].[Na+].P(Cl)(Cl)([Cl:24])=O, predict the reaction product. The product is: [Br:1][C:2]1[CH:11]=[C:10]2[C:5]([C:6]([Cl:24])=[C:7]([C:12]([O:14][CH2:15][CH3:16])=[O:13])[CH:8]=[N:9]2)=[CH:4][C:3]=1[O:18][CH3:19]. (3) Given the reactants [C:1]([CH:4]([C:11]1[N:19]2[C:14]([C:15](=[O:28])[NH:16][C:17]([CH2:20][C:21]3[CH:26]=[CH:25][C:24]([CH3:27])=[CH:23][CH:22]=3)=[N:18]2)=[C:13]([CH3:29])[N:12]=1)[CH2:5][CH2:6][CH2:7][CH2:8][CH2:9][CH3:10])(=[O:3])[CH3:2].[BH4-].[Na+], predict the reaction product. The product is: [OH:3][CH:1]([CH:4]([C:11]1[N:19]2[C:14]([C:15](=[O:28])[NH:16][C:17]([CH2:20][C:21]3[CH:22]=[CH:23][C:24]([CH3:27])=[CH:25][CH:26]=3)=[N:18]2)=[C:13]([CH3:29])[N:12]=1)[CH2:5][CH2:6][CH2:7][CH2:8][CH2:9][CH3:10])[CH3:2]. (4) Given the reactants [CH3:1][O:2][C:3]1[CH:8]=[CH:7][C:6]([C:9]2[CH2:10][CH:11]([CH3:16])[C:12](=[O:15])[NH:13][N:14]=2)=[CH:5][CH:4]=1.CI.C([O-])([O-])=O.[Cs+].[Cs+], predict the reaction product. The product is: [CH3:1][O:2][C:3]1[CH:8]=[CH:7][C:6]([C:9]2[CH:10]=[C:11]([CH3:16])[C:12](=[O:15])[NH:13][N:14]=2)=[CH:5][CH:4]=1.